From a dataset of Forward reaction prediction with 1.9M reactions from USPTO patents (1976-2016). Predict the product of the given reaction. Given the reactants Br[C:2]1[CH:7]=[CH:6][C:5]([N:8]2[C:12](=[O:13])[NH:11][C:10]([C:14]3[C:19]([F:20])=[CH:18][CH:17]=[CH:16][C:15]=3[Cl:21])=[N:9]2)=[CH:4][CH:3]=1.[F:22][C:23]([F:34])([F:33])[C:24]1[N:29]=[CH:28][C:27](B(O)O)=[CH:26][CH:25]=1.C([O-])([O-])=O.[K+].[K+], predict the reaction product. The product is: [Cl:21][C:15]1[CH:16]=[CH:17][CH:18]=[C:19]([F:20])[C:14]=1[C:10]1[NH:11][C:12](=[O:13])[N:8]([C:5]2[CH:6]=[CH:7][C:2]([C:27]3[CH:28]=[N:29][C:24]([C:23]([F:34])([F:33])[F:22])=[CH:25][CH:26]=3)=[CH:3][CH:4]=2)[N:9]=1.